Dataset: Full USPTO retrosynthesis dataset with 1.9M reactions from patents (1976-2016). Task: Predict the reactants needed to synthesize the given product. Given the product [CH3:1][O:2][C:3](=[O:19])[C:4]1[CH:9]=[C:8]([O:10][CH3:11])[C:7]([O:12][CH2:13][CH2:14][Cl:15])=[CH:6][C:5]=1[NH2:16], predict the reactants needed to synthesize it. The reactants are: [CH3:1][O:2][C:3](=[O:19])[C:4]1[CH:9]=[C:8]([O:10][CH3:11])[C:7]([O:12][CH2:13][CH2:14][Cl:15])=[CH:6][C:5]=1[N+:16]([O-])=O.